Dataset: Full USPTO retrosynthesis dataset with 1.9M reactions from patents (1976-2016). Task: Predict the reactants needed to synthesize the given product. Given the product [N+:1]([C:4]1[C:5](=[O:15])[NH:6][C:7](=[O:14])[N:8]([CH2:11][CH2:12][CH3:13])[C:9]=1[CH:10]=[CH:16][C:17]1[CH:22]=[CH:21][CH:20]=[CH:19][CH:18]=1)([O-:3])=[O:2], predict the reactants needed to synthesize it. The reactants are: [N+:1]([C:4]1[C:5](=[O:15])[NH:6][C:7](=[O:14])[N:8]([CH2:11][CH2:12][CH3:13])[C:9]=1[CH3:10])([O-:3])=[O:2].[CH:16](=O)[C:17]1[CH:22]=[CH:21][CH:20]=[CH:19][CH:18]=1.N1CCCCC1.